This data is from Catalyst prediction with 721,799 reactions and 888 catalyst types from USPTO. The task is: Predict which catalyst facilitates the given reaction. Reactant: Cl[C:2]1[N:7]=[C:6]2[CH:8]=[N:9][CH:10]=[CH:11][C:5]2=[N:4][C:3]=1[N:12]1[CH2:17][CH2:16][N:15]([CH2:18][C:19]2[CH:24]=[CH:23][C:22]([F:25])=[CH:21][C:20]=2[F:26])[CH2:14][CH2:13]1.[CH:27]1([NH2:31])[CH2:30][CH2:29][CH2:28]1.[F-].[K+].CCN(C(C)C)C(C)C. Product: [CH:27]1([NH:31][C:2]2[N:7]=[C:6]3[CH:8]=[N:9][CH:10]=[CH:11][C:5]3=[N:4][C:3]=2[N:12]2[CH2:17][CH2:16][N:15]([CH2:18][C:19]3[CH:24]=[CH:23][C:22]([F:25])=[CH:21][C:20]=3[F:26])[CH2:14][CH2:13]2)[CH2:30][CH2:29][CH2:28]1. The catalyst class is: 58.